The task is: Predict the reactants needed to synthesize the given product.. This data is from Full USPTO retrosynthesis dataset with 1.9M reactions from patents (1976-2016). (1) Given the product [O:17]=[C:15]([C:18]1[CH:23]=[CH:22][CH:21]=[CH:20][CH:19]=1)[CH:16]=[CH:11][C:10]1[CH:13]=[CH:14][C:7]([C:4]([OH:6])=[O:5])=[CH:8][CH:9]=1, predict the reactants needed to synthesize it. The reactants are: C[O-].[Na+].[C:4]([C:7]1[CH:14]=[CH:13][C:10]([CH:11]=O)=[CH:9][CH:8]=1)([OH:6])=[O:5].[C:15]([C:18]1[CH:23]=[CH:22][CH:21]=[CH:20][CH:19]=1)(=[O:17])[CH3:16]. (2) Given the product [Br:1][C:2]1[CH:7]=[CH:6][C:5]([C:8](=[C:18]2[CH2:24][CH2:23][CH2:22][CH2:21][CH2:20][CH2:19]2)[C:10]2[CH:15]=[CH:14][C:13]([OH:16])=[C:12]([Cl:17])[CH:11]=2)=[CH:4][CH:3]=1, predict the reactants needed to synthesize it. The reactants are: [Br:1][C:2]1[CH:7]=[CH:6][C:5]([C:8]([C:10]2[CH:15]=[CH:14][C:13]([OH:16])=[C:12]([Cl:17])[CH:11]=2)=O)=[CH:4][CH:3]=1.[C:18]1(=O)[CH2:24][CH2:23][CH2:22][CH2:21][CH2:20][CH2:19]1.C([O-])([O-])=O.[K+].[K+]. (3) Given the product [CH:19]1([C:17]([NH:16][C:14]2[N:15]=[C:10]3[CH:9]=[CH:8][C:7]([O:6][C:5]4[CH:22]=[CH:23][C:2]([NH:1][C:29](=[O:30])[C:28]5[CH:32]=[CH:33][CH:34]=[C:26]([C:25]([F:24])([F:35])[F:36])[CH:27]=5)=[CH:3][CH:4]=4)=[N:12][N:11]3[CH:13]=2)=[O:18])[CH2:20][CH2:21]1, predict the reactants needed to synthesize it. The reactants are: [NH2:1][C:2]1[CH:23]=[CH:22][C:5]([O:6][C:7]2[CH:8]=[CH:9][C:10]3[N:11]([CH:13]=[C:14]([NH:16][C:17]([CH:19]4[CH2:21][CH2:20]4)=[O:18])[N:15]=3)[N:12]=2)=[CH:4][CH:3]=1.[F:24][C:25]([F:36])([F:35])[C:26]1[CH:27]=[C:28]([CH:32]=[CH:33][CH:34]=1)[C:29](O)=[O:30].C(Cl)(=O)C(Cl)=O.O1CCCC1. (4) Given the product [Cl:1][C:2]1[CH:3]=[CH:4][C:5]([S:8]([N:20]2[CH2:21][CH2:22][CH:17]([N:12]3[CH2:16][CH2:15][CH2:14][CH2:13]3)[CH2:18][CH2:19]2)(=[O:10])=[O:9])=[CH:6][N:7]=1, predict the reactants needed to synthesize it. The reactants are: [Cl:1][C:2]1[N:7]=[CH:6][C:5]([S:8](Cl)(=[O:10])=[O:9])=[CH:4][CH:3]=1.[N:12]1([CH:17]2[CH2:22][CH2:21][NH:20][CH2:19][CH2:18]2)[CH2:16][CH2:15][CH2:14][CH2:13]1.C(N(CC)CC)C. (5) Given the product [ClH:21].[CH2:1]([C:3]1[C:8]([CH2:9][S:10][C:11]2[N:16]=[C:15]([OH:17])[CH:14]=[C:13]([CH3:18])[N:12]=2)=[C:7]([CH2:19][CH3:20])[CH:6]=[CH:5][N:4]=1)[CH3:2], predict the reactants needed to synthesize it. The reactants are: [CH2:1]([C:3]1[C:8]([CH2:9][S:10][C:11]2[N:16]=[C:15]([OH:17])[CH:14]=[C:13]([CH3:18])[N:12]=2)=[C:7]([CH2:19][CH3:20])[CH:6]=[CH:5][N:4]=1)[CH3:2].[ClH:21].O1CCOCC1. (6) The reactants are: [C:1]([O:5][CH2:6][CH3:7])(=[O:4])[CH:2]=[CH2:3].[N:8]1([C:20]([O:22][C:23]([CH3:26])([CH3:25])[CH3:24])=[O:21])[CH2:13][CH2:12][CH:11]([CH:14]2[CH2:19][CH2:18][NH:17][CH2:16][CH2:15]2)[CH2:10][CH2:9]1. Given the product [CH2:6]([O:5][C:1]([CH2:2][CH2:3][N:17]1[CH2:16][CH2:15][CH:14]([CH:11]2[CH2:10][CH2:9][N:8]([C:20]([O:22][C:23]([CH3:26])([CH3:25])[CH3:24])=[O:21])[CH2:13][CH2:12]2)[CH2:19][CH2:18]1)=[O:4])[CH3:7], predict the reactants needed to synthesize it. (7) Given the product [CH3:38][O:39][C:40]1[CH:41]=[C:42]([CH2:48][CH2:49][NH:50][C:3]([C:5]2[N:14]3[C:8]([CH2:9][N:10]([C:19]([C:21]4[CH:26]=[CH:25][C:24]([C:27]5[CH:32]=[CH:31][CH:30]=[CH:29][C:28]=5[CH3:33])=[C:23]([O:34][CH3:35])[CH:22]=4)=[O:20])[C:11]4[CH:18]=[CH:17][CH:16]=[CH:15][C:12]=4[CH2:13]3)=[CH:7][CH:6]=2)=[O:4])[CH:43]=[CH:44][C:45]=1[O:46][CH3:47], predict the reactants needed to synthesize it. The reactants are: ClC(Cl)(Cl)[C:3]([C:5]1[N:14]2[C:8]([CH2:9][N:10]([C:19]([C:21]3[CH:26]=[CH:25][C:24]([C:27]4[CH:32]=[CH:31][CH:30]=[CH:29][C:28]=4[CH3:33])=[C:23]([O:34][CH3:35])[CH:22]=3)=[O:20])[C:11]3[CH:18]=[CH:17][CH:16]=[CH:15][C:12]=3[CH2:13]2)=[CH:7][CH:6]=1)=[O:4].[CH3:38][O:39][C:40]1[CH:41]=[C:42]([CH2:48][CH2:49][NH2:50])[CH:43]=[CH:44][C:45]=1[O:46][CH3:47]. (8) Given the product [Cl:1][C:2]1[CH:7]=[CH:6][N:5]=[C:4]2[C:8]([C:11]([NH:13][C@@H:14]3[CH2:19][CH2:18][O:17][CH2:16][C@H:15]3[OH:20])=[O:12])=[CH:9][N:10]([CH2:26][C:25]3[CH:28]=[CH:29][C:22]([F:21])=[CH:23][CH:24]=3)[C:3]=12, predict the reactants needed to synthesize it. The reactants are: [Cl:1][C:2]1[CH:7]=[CH:6][N:5]=[C:4]2[C:8]([C:11]([NH:13][C@@H:14]3[CH2:19][CH2:18][O:17][CH2:16][C@H:15]3[OH:20])=[O:12])=[CH:9][NH:10][C:3]=12.[F:21][C:22]1[CH:29]=[CH:28][C:25]([CH2:26]Br)=[CH:24][CH:23]=1.C(=O)([O-])[O-].[Cs+].[Cs+]. (9) Given the product [CH2:1]([C@H:8]([C:9]([NH:20][C@H:21]1[CH2:27][CH2:26][S:25][C@H:24]2[CH2:28][CH2:29][CH2:30][C@@H:31]([C:32]([O:34][CH3:35])=[O:33])[N:23]2[C:22]1=[O:36])=[O:11])[CH2:12][CH2:13][C@H:14]([CH2:18][CH3:19])[C:15]([NH:20][C@H:21]1[CH2:27][CH2:26][S:25][C@H:24]2[CH2:28][CH2:29][CH2:30][C@@H:31]([C:32]([O:34][CH3:35])=[O:33])[N:23]2[C:22]1=[O:36])=[O:17])[C:2]1[CH:3]=[CH:4][CH:5]=[CH:6][CH:7]=1, predict the reactants needed to synthesize it. The reactants are: [CH2:1]([C@@H:8]([CH2:12][CH2:13][C@H:14]([CH2:18][CH3:19])[C:15]([OH:17])=O)[C:9]([OH:11])=O)[C:2]1[CH:7]=[CH:6][CH:5]=[CH:4][CH:3]=1.[NH2:20][C@H:21]1[CH2:27][CH2:26][S:25][C@H:24]2[CH2:28][CH2:29][CH2:30][C@@H:31]([C:32]([O:34][CH3:35])=[O:33])[N:23]2[C:22]1=[O:36].